From a dataset of Catalyst prediction with 721,799 reactions and 888 catalyst types from USPTO. Predict which catalyst facilitates the given reaction. (1) Reactant: Br[CH2:2][CH2:3][CH2:4][CH2:5][CH2:6][CH2:7][CH2:8][CH2:9][CH2:10][CH2:11][CH2:12][CH2:13][CH2:14][CH2:15][CH2:16][CH2:17][CH2:18][CH3:19].C(=O)([O-])[O-].[K+].[K+].[CH3:26][C:27]1[CH:28]=[C:29]([OH:36])[CH:30]=[CH:31][C:32]=1[N+:33]([O-:35])=[O:34].O. Product: [CH3:26][C:27]1[CH:28]=[C:29]([O:36][CH2:2][CH2:3][CH2:4][CH2:5][CH2:6][CH2:7][CH2:8][CH2:9][CH2:10][CH2:11][CH2:12][CH2:13][CH2:14][CH2:15][CH2:16][CH2:17][CH2:18][CH3:19])[CH:30]=[CH:31][C:32]=1[N+:33]([O-:35])=[O:34]. The catalyst class is: 9. (2) Reactant: [OH-].[Na+].[CH2:3]([N:5]1[CH2:10][CH2:9][N:8]([CH2:11][C:12]2[CH:21]=[CH:20][C:15]([C:16]([O:18]C)=[O:17])=[CH:14][C:13]=2[CH3:22])[CH2:7][CH2:6]1)[CH3:4].Cl. Product: [CH2:3]([N:5]1[CH2:10][CH2:9][N:8]([CH2:11][C:12]2[CH:21]=[CH:20][C:15]([C:16]([OH:18])=[O:17])=[CH:14][C:13]=2[CH3:22])[CH2:7][CH2:6]1)[CH3:4]. The catalyst class is: 24. (3) Reactant: C(N(S(F)(F)[F:7])CC)C.[C:10]([O:14][C:15]([N:17]1[CH2:21][C@H:20](O)[CH2:19][C@@H:18]1[CH2:23][C:24]1[C:32]2[C:27](=[CH:28][CH:29]=[CH:30][CH:31]=2)[NH:26][C:25]=1[CH3:33])=[O:16])([CH3:13])([CH3:12])[CH3:11]. Product: [C:10]([O:14][C:15]([N:17]1[CH2:21][CH:20]([F:7])[CH2:19][C@@H:18]1[CH2:23][C:24]1[C:32]2[C:27](=[CH:28][CH:29]=[CH:30][CH:31]=2)[NH:26][C:25]=1[CH3:33])=[O:16])([CH3:13])([CH3:12])[CH3:11]. The catalyst class is: 13.